Dataset: Forward reaction prediction with 1.9M reactions from USPTO patents (1976-2016). Task: Predict the product of the given reaction. Given the reactants C([Cl:4])(=[O:3])C.O.[O:6]=[C:7]([CH2:9][N:10]([C:12](=[NH:14])[NH2:13])[CH3:11])[OH:8], predict the reaction product. The product is: [OH2:3].[O:6]=[C:7]([CH2:9][N:10]([C:12](=[NH:13])[NH2:14])[CH3:11])[OH:8].[ClH:4].